Task: Predict the reaction yield, written as a fraction of the theoretical maximum amount of product (1.0 means a 100% yield; for example, 0.34 means a 34% yield).. Dataset: Reaction yield outcomes from USPTO patents with 853,638 reactions (1) The reactants are [F:1][C:2]([S:5][C:6]1[CH:27]=[CH:26][CH:25]=[CH:24][C:7]=1[CH2:8][O:9][C:10]1[CH:15]=[CH:14][C:13]([C:16]2[CH:20]=[C:19]([C:21]([NH2:23])=[O:22])[O:18][N:17]=2)=[CH:12][CH:11]=1)([F:4])[F:3].C1C=C(Cl)C=C(C(OO)=[O:36])C=1. The catalyst is C(Cl)Cl. The product is [F:4][C:2]([F:1])([F:3])[S:5]([C:6]1[CH:27]=[CH:26][CH:25]=[CH:24][C:7]=1[CH2:8][O:9][C:10]1[CH:15]=[CH:14][C:13]([C:16]2[CH:20]=[C:19]([C:21]([NH2:23])=[O:22])[O:18][N:17]=2)=[CH:12][CH:11]=1)=[O:36]. The yield is 0.260. (2) The reactants are [Cl:1][C:2]1[C:3]([F:31])=[C:4]([CH:8]2[C:12]([C:15]3[CH:20]=[CH:19][C:18]([Cl:21])=[CH:17][C:16]=3[F:22])([C:13]#[N:14])[CH:11]([CH2:23][C:24]([CH3:27])([CH3:26])[CH3:25])[NH:10][CH:9]2[C:28](O)=[O:29])[CH:5]=[CH:6][CH:7]=1.[NH2:32][C:33]1[CH:38]=[CH:37][C:36]([C:39]([F:42])([F:41])[F:40])=[CH:35][CH:34]=1.CN(C(ON1N=NC2C=CC=NC1=2)=[N+](C)C)C.F[P-](F)(F)(F)(F)F.CCN(C(C)C)C(C)C. The catalyst is C(Cl)Cl. The product is [F:40][C:39]([F:41])([F:42])[C:36]1[CH:35]=[CH:34][C:33]([NH:32][C:28]([CH:9]2[CH:8]([C:4]3[CH:5]=[CH:6][CH:7]=[C:2]([Cl:1])[C:3]=3[F:31])[C:12]([C:15]3[CH:20]=[CH:19][C:18]([Cl:21])=[CH:17][C:16]=3[F:22])([C:13]#[N:14])[CH:11]([CH2:23][C:24]([CH3:25])([CH3:27])[CH3:26])[NH:10]2)=[O:29])=[CH:38][CH:37]=1. The yield is 0.150. (3) The reactants are Br[CH2:2][C:3]1[CH:10]=[CH:9][C:6]([C:7]#[N:8])=[CH:5][CH:4]=1.[OH:11][C:12]1[CH:17]=[CH:16][C:15]([C@@H:18]2[CH2:20][C@H:19]2[NH:21][C:22](=[O:28])[O:23][C:24]([CH3:27])([CH3:26])[CH3:25])=[CH:14][CH:13]=1.C([O-])([O-])=O.[K+].[K+].[Na+].[I-]. The catalyst is CC(C)=O. The product is [C:7]([C:6]1[CH:9]=[CH:10][C:3]([CH2:2][O:11][C:12]2[CH:17]=[CH:16][C:15]([C@@H:18]3[CH2:20][C@H:19]3[NH:21][C:22](=[O:28])[O:23][C:24]([CH3:26])([CH3:25])[CH3:27])=[CH:14][CH:13]=2)=[CH:4][CH:5]=1)#[N:8]. The yield is 0.710. (4) The product is [Br:1][C:2]1[C:3]2[N:9]=[CH:10][NH:8][C:4]=2[CH:5]=[CH:6][CH:7]=1. The reactants are [Br:1][C:2]1[CH:7]=[CH:6][CH:5]=[C:4]([NH2:8])[C:3]=1[NH2:9].[CH:10](O)=O. The yield is 0.800. No catalyst specified. (5) The reactants are [OH-].[K+].[CH3:3][C:4]1[S:8][C:7]([NH:9][C:10](=O)[CH2:11][CH2:12][C:13]([F:16])([F:15])[F:14])=[C:6]([C:18]([NH2:20])=[O:19])[CH:5]=1. The catalyst is C(O)C. The product is [OH:19][C:18]1[C:6]2[CH:5]=[C:4]([CH3:3])[S:8][C:7]=2[N:9]=[C:10]([CH2:11][CH2:12][C:13]([F:16])([F:15])[F:14])[N:20]=1. The yield is 0.810. (6) The reactants are [Cl:1][C:2]1[N:6]2[CH:7]=[C:8]([O:15][CH2:16][CH3:17])[CH:9]=[C:10]([C:11]([F:14])([F:13])[F:12])[C:5]2=[N:4][C:3]=1[C:18](OC)=[O:19].[OH-].[Na+].Cl.S(Cl)(Cl)=O.C(N(C(C)C)C(C)C)C.Cl.[NH:39]1[CH2:44][CH2:43][CH:42]([N:45]2[CH2:49][CH2:48][O:47][C:46]2=[O:50])[CH2:41][CH2:40]1. The catalyst is O1CCCC1.ClCCl.O. The product is [Cl:1][C:2]1[N:6]2[CH:7]=[C:8]([O:15][CH2:16][CH3:17])[CH:9]=[C:10]([C:11]([F:12])([F:14])[F:13])[C:5]2=[N:4][C:3]=1[C:18]([N:39]1[CH2:40][CH2:41][CH:42]([N:45]2[CH2:49][CH2:48][O:47][C:46]2=[O:50])[CH2:43][CH2:44]1)=[O:19]. The yield is 0.290. (7) The reactants are [OH-].[K+].[C:3]([NH:11][C:12]1([CH2:16][C:17]([O:19]CC)=[O:18])[CH2:15][CH2:14][CH2:13]1)(=[O:10])[C:4]1[CH:9]=[CH:8][CH:7]=[CH:6][CH:5]=1. The catalyst is CCO. The product is [C:3]([NH:11][C:12]1([CH2:16][C:17]([OH:19])=[O:18])[CH2:15][CH2:14][CH2:13]1)(=[O:10])[C:4]1[CH:5]=[CH:6][CH:7]=[CH:8][CH:9]=1. The yield is 0.910. (8) The reactants are [O:1]1CCO[CH:2]1[C:6]1[CH:10]=[CH:9][O:8][C:7]=1[C:11]([N:13]1[C@@H:25]([C:26]([NH:28][CH3:29])=[O:27])[CH2:24][C:23]2[C:22]3[C:17](=[CH:18][CH:19]=[CH:20][CH:21]=3)[NH:16][C:15]=2[CH2:14]1)=[O:12].CC1C=CC(S(O)(=O)=O)=CC=1. The catalyst is CC(C)=O. The product is [CH:2]([C:6]1[CH:10]=[CH:9][O:8][C:7]=1[C:11]([N:13]1[C@@H:25]([C:26]([NH:28][CH3:29])=[O:27])[CH2:24][C:23]2[C:22]3[C:17](=[CH:18][CH:19]=[CH:20][CH:21]=3)[NH:16][C:15]=2[CH2:14]1)=[O:12])=[O:1]. The yield is 0.920. (9) The reactants are [CH2:1]([O:8][C:9]1[CH:14]=[CH:13][C:12]([CH2:15][C:16](Cl)=[N:17][OH:18])=[CH:11][CH:10]=1)[C:2]1[CH:7]=[CH:6][CH:5]=[CH:4][CH:3]=1.O1CCCC1.[C:25]([C:27]1[C:28]([NH2:36])=[N:29][C:30]([CH2:33][O:34][CH3:35])=[CH:31][CH:32]=1)#[CH:26].C(N(CC)CC)C. The catalyst is O. The product is [CH2:1]([O:8][C:9]1[CH:14]=[CH:13][C:12]([CH2:15][C:16]2[CH:26]=[C:25]([C:27]3[C:28]([NH2:36])=[N:29][C:30]([CH2:33][O:34][CH3:35])=[CH:31][CH:32]=3)[O:18][N:17]=2)=[CH:11][CH:10]=1)[C:2]1[CH:7]=[CH:6][CH:5]=[CH:4][CH:3]=1. The yield is 0.410. (10) The reactants are [Cl:1][C:2]1[CH:7]=[CH:6][CH:5]=[CH:4][C:3]=1[CH2:8][N:9]1[C:13]([C:14]2[CH:19]=[CH:18][C:17]([F:20])=[CH:16][CH:15]=2)=[C:12]([C:21]2[CH:26]=[C:25]([C:27]3[N:28]=[N:29][NH:30][N:31]=3)[CH:24]=[CH:23][N:22]=2)[N:11]=[CH:10]1.Cl[CH2:33][O:34][C:35](=[O:40])[C:36]([CH3:39])([CH3:38])[CH3:37]. No catalyst specified. The product is [CH3:37][C:36]([CH3:39])([CH3:38])[C:35]([O:34][CH2:33][N:29]1[N:30]=[N:31][C:27]([C:25]2[CH:24]=[CH:23][N:22]=[C:21]([C:12]3[N:11]=[CH:10][N:9]([CH2:8][C:3]4[CH:4]=[CH:5][CH:6]=[CH:7][C:2]=4[Cl:1])[C:13]=3[C:14]3[CH:15]=[CH:16][C:17]([F:20])=[CH:18][CH:19]=3)[CH:26]=2)=[N:28]1)=[O:40]. The yield is 0.240.